From a dataset of NCI-60 drug combinations with 297,098 pairs across 59 cell lines. Regression. Given two drug SMILES strings and cell line genomic features, predict the synergy score measuring deviation from expected non-interaction effect. Drug 1: COC1=C2C(=CC3=C1OC=C3)C=CC(=O)O2. Drug 2: N.N.Cl[Pt+2]Cl. Cell line: IGROV1. Synergy scores: CSS=65.4, Synergy_ZIP=1.36, Synergy_Bliss=3.65, Synergy_Loewe=-2.92, Synergy_HSA=6.24.